Dataset: Full USPTO retrosynthesis dataset with 1.9M reactions from patents (1976-2016). Task: Predict the reactants needed to synthesize the given product. (1) Given the product [NH2:16][C:4]1[N:3]=[C:2]([NH:22][CH2:17][CH2:18][CH2:19][CH2:20][CH3:21])[C:7]([CH2:8][CH2:9][C:10]2[CH:15]=[CH:14][CH:13]=[CH:12][CH:11]=2)=[CH:6][N:5]=1, predict the reactants needed to synthesize it. The reactants are: Cl[C:2]1[C:7]([CH2:8][CH2:9][C:10]2[CH:15]=[CH:14][CH:13]=[CH:12][CH:11]=2)=[CH:6][N:5]=[C:4]([NH2:16])[N:3]=1.[CH2:17]([NH2:22])[CH2:18][CH2:19][CH2:20][CH3:21]. (2) The reactants are: [NH2:1][C:2]1[N:7]=[C:6](Cl)[CH:5]=[CH:4][N:3]=1.[NH:9]1[CH2:13][CH2:12][CH2:11][CH2:10]1. Given the product [N:9]1([C:6]2[CH:5]=[CH:4][N:3]=[C:2]([NH2:1])[N:7]=2)[CH2:13][CH2:12][CH2:11][CH2:10]1, predict the reactants needed to synthesize it. (3) Given the product [C:6]([C:5]1[CH:8]=[CH:9][C:2]([C:1]([NH2:10])=[O:12])=[CH:3][CH:4]=1)#[N:7], predict the reactants needed to synthesize it. The reactants are: [C:1](#[N:10])[C:2]1[CH:9]=[CH:8][C:5]([C:6]#[N:7])=[CH:4][CH:3]=1.P([O-])([O-])([O-])=[O:12]. (4) Given the product [N+:1]([C:4]1[CH:5]=[C:6]([CH:7]=[CH:8][CH:9]=1)[O:10][C:18]1[CH:23]=[CH:22][N:21]=[C:20]([C:24]([OH:26])=[O:25])[CH:19]=1)([O-:3])=[O:2], predict the reactants needed to synthesize it. The reactants are: [N+:1]([C:4]1[CH:5]=[C:6]([OH:10])[CH:7]=[CH:8][CH:9]=1)([O-:3])=[O:2].CC(C)([O-])C.[K+].Cl[C:18]1[CH:23]=[CH:22][N:21]=[C:20]([C:24]([O:26]C)=[O:25])[CH:19]=1.C(=O)([O-])[O-].[K+].[K+]. (5) Given the product [C:60]([C:59]1[CH:62]=[CH:63][C:56]([NH:55][C:19]([C:11]2[CH:10]=[N:9][N:8]([C:4]3[CH:5]=[CH:6][CH:7]=[C:2]([F:1])[CH:3]=3)[C:12]=2[C:13]2[CH:14]=[CH:15][N:16]=[CH:17][CH:18]=2)=[O:21])=[CH:57][CH:58]=1)#[N:61], predict the reactants needed to synthesize it. The reactants are: [F:1][C:2]1[CH:3]=[C:4]([N:8]2[C:12]([C:13]3[CH:18]=[CH:17][N:16]=[CH:15][CH:14]=3)=[C:11]([C:19]([OH:21])=O)[CH:10]=[N:9]2)[CH:5]=[CH:6][CH:7]=1.C(N(C(C)C)CC)(C)C.CN(C(ON1N=NC2C=CC=NC1=2)=[N+](C)C)C.F[P-](F)(F)(F)(F)F.[NH2:55][C:56]1[CH:63]=[CH:62][C:59]([C:60]#[N:61])=[CH:58][CH:57]=1. (6) Given the product [Cl:9][C:10]1[CH:35]=[CH:34][CH:33]=[CH:32][C:11]=1[CH:12]=[CH:6][C:2]1[NH:1][CH:5]=[CH:4][CH:3]=1, predict the reactants needed to synthesize it. The reactants are: [NH:1]1[CH:5]=[CH:4][CH:3]=[C:2]1[CH:6]=O.[Cl-].[Cl:9][C:10]1[CH:35]=[CH:34][CH:33]=[CH:32][C:11]=1[CH2:12][P+](C1C=CC=CC=1)(C1C=CC=CC=1)C1C=CC=CC=1.[OH-].[Na+]. (7) Given the product [CH3:1][O:2][C:3](=[O:34])[C:4]([CH3:32])([CH3:33])[CH2:5][C@@H:6]1[CH2:11][CH2:10][C@@H:9]([OH:12])[CH2:8][N:7]1[S:22]([C:25]1[CH:26]=[CH:27][C:28]([CH3:31])=[CH:29][CH:30]=1)(=[O:24])=[O:23], predict the reactants needed to synthesize it. The reactants are: [CH3:1][O:2][C:3](=[O:34])[C:4]([CH3:33])([CH3:32])[CH2:5][C@@H:6]1[CH2:11][CH2:10][C@@H:9]([O:12]CC2C=CC(OC)=CC=2)[CH2:8][N:7]1[S:22]([C:25]1[CH:30]=[CH:29][C:28]([CH3:31])=[CH:27][CH:26]=1)(=[O:24])=[O:23].